Dataset: NCI-60 drug combinations with 297,098 pairs across 59 cell lines. Task: Regression. Given two drug SMILES strings and cell line genomic features, predict the synergy score measuring deviation from expected non-interaction effect. Cell line: SNB-75. Drug 2: CN(C(=O)NC(C=O)C(C(C(CO)O)O)O)N=O. Drug 1: CS(=O)(=O)C1=CC(=C(C=C1)C(=O)NC2=CC(=C(C=C2)Cl)C3=CC=CC=N3)Cl. Synergy scores: CSS=-2.67, Synergy_ZIP=0.0367, Synergy_Bliss=-2.79, Synergy_Loewe=-4.79, Synergy_HSA=-4.93.